From a dataset of Peptide-MHC class I binding affinity with 185,985 pairs from IEDB/IMGT. Regression. Given a peptide amino acid sequence and an MHC pseudo amino acid sequence, predict their binding affinity value. This is MHC class I binding data. (1) The peptide sequence is RPMREVRFL. The MHC is HLA-A03:01 with pseudo-sequence HLA-A03:01. The binding affinity (normalized) is 0. (2) The peptide sequence is YYLEKANKI. The MHC is HLA-A02:01 with pseudo-sequence HLA-A02:01. The binding affinity (normalized) is 0.0332. (3) The peptide sequence is GIKNLKSLLL. The MHC is HLA-A02:01 with pseudo-sequence HLA-A02:01. The binding affinity (normalized) is 0.219. (4) The peptide sequence is FLKEKGGL. The MHC is HLA-B53:01 with pseudo-sequence HLA-B53:01. The binding affinity (normalized) is 0.00316. (5) The peptide sequence is SAFDERRNKYL. The MHC is HLA-A02:06 with pseudo-sequence HLA-A02:06. The binding affinity (normalized) is 0. (6) The peptide sequence is VNPTLLFLK. The MHC is HLA-A33:01 with pseudo-sequence HLA-A33:01. The binding affinity (normalized) is 0. (7) The peptide sequence is YSLAGSSPF. The MHC is HLA-B15:42 with pseudo-sequence HLA-B15:42. The binding affinity (normalized) is 0.213. (8) The peptide sequence is TTHSWIPKR. The MHC is HLA-A31:01 with pseudo-sequence HLA-A31:01. The binding affinity (normalized) is 0.898. (9) The peptide sequence is FRQVCHTTV. The MHC is Mamu-B08 with pseudo-sequence Mamu-B08. The binding affinity (normalized) is 0.485.